Dataset: Reaction yield outcomes from USPTO patents with 853,638 reactions. Task: Predict the reaction yield, written as a fraction of the theoretical maximum amount of product (1.0 means a 100% yield; for example, 0.34 means a 34% yield). (1) The reactants are CC([O-])(C)C.[K+].[Si]([O:14][CH2:15][CH:16]([C:22]1[N:23]([C:31]([O:33]C(C)(C)C)=[O:32])[C:24]2[C:29]([CH:30]=1)=[CH:28][CH:27]=[CH:26][CH:25]=2)OS(C)(=O)=O)(C(C)(C)C)(C)C.[O:38]1[CH2:43][CH2:42][CH:41]([NH:44][C:45]2[N:50]=[C:49]([C:51]3[CH:56]=[CH:55][NH:54][C:53](=[O:57])[CH:52]=3)[CH:48]=[CH:47][N:46]=2)[CH2:40][CH2:39]1.O. The catalyst is [I-].C([N+](CCCC)(CCCC)CCCC)CCC.C1COCC1.C(Cl)Cl. The product is [CH:31]([OH:33])=[O:32].[OH:14][CH2:15][CH:16]([N:54]1[CH:55]=[CH:56][C:51]([C:49]2[CH:48]=[CH:47][N:46]=[C:45]([NH:44][CH:41]3[CH2:40][CH2:39][O:38][CH2:43][CH2:42]3)[N:50]=2)=[CH:52][C:53]1=[O:57])[C:22]1[NH:23][C:24]2[C:29]([CH:30]=1)=[CH:28][CH:27]=[CH:26][CH:25]=2. The yield is 0.0110. (2) The reactants are C([O:3][C:4]([CH:6]1[CH2:8][CH:7]1[C:9]1[CH:14]=[CH:13][C:12]([O:15][CH3:16])=[C:11]([F:17])[CH:10]=1)=O)C.[Li+].[BH4-].O. The catalyst is C1COCC1. The product is [F:17][C:11]1[CH:10]=[C:9]([CH:7]2[CH2:8][CH:6]2[CH2:4][OH:3])[CH:14]=[CH:13][C:12]=1[O:15][CH3:16]. The yield is 0.880. (3) The yield is 0.950. The product is [C:29]([O:32][C:33](=[O:34])[NH:1][CH2:2][CH2:3][CH:4]([C:6]1[CH:11]=[CH:10][C:9]([N:12]([C:13]2[CH:18]=[CH:17][C:16]([O:19][CH2:20][C:21]3[CH:22]=[CH:23][CH:24]=[CH:25][CH:26]=3)=[CH:15][CH:14]=2)[CH3:27])=[CH:8][CH:7]=1)[CH3:5])([CH3:31])([CH3:30])[CH3:28]. The reactants are [NH2:1][CH2:2][CH2:3][CH:4]([C:6]1[CH:11]=[CH:10][C:9]([N:12]([CH3:27])[C:13]2[CH:18]=[CH:17][C:16]([O:19][CH2:20][C:21]3[CH:26]=[CH:25][CH:24]=[CH:23][CH:22]=3)=[CH:15][CH:14]=2)=[CH:8][CH:7]=1)[CH3:5].[CH3:28][C:29]([O:32][C:33](O[C:33]([O:32][C:29]([CH3:31])([CH3:30])[CH3:28])=[O:34])=[O:34])([CH3:31])[CH3:30]. The catalyst is C(Cl)Cl.